This data is from Catalyst prediction with 721,799 reactions and 888 catalyst types from USPTO. The task is: Predict which catalyst facilitates the given reaction. (1) Reactant: [NH:1]1[CH:5]=[N:4][C:3]([S:6][CH2:7][CH2:8][O:9][C:10]2[CH:11]=[C:12]([CH:15]=[CH:16][CH:17]=2)[C:13]#[N:14])=[N:2]1. Product: [NH:1]1[CH:5]=[N:4][C:3]([S:6][CH2:7][CH2:8][O:9][C:10]2[CH:11]=[C:12]([CH2:13][NH2:14])[CH:15]=[CH:16][CH:17]=2)=[N:2]1. The catalyst class is: 834. (2) Reactant: [CH2:1]([C:5]([C:21]1[CH:26]=[CH:25][C:24]([O:27][CH2:28][C:29](OCC)=[O:30])=[CH:23][CH:22]=1)=[C:6]([C:14]1[CH:19]=[CH:18][C:17]([OH:20])=[CH:16][CH:15]=1)[C:7]1[CH:12]=[CH:11][C:10]([OH:13])=[CH:9][CH:8]=1)[CH2:2][CH2:3][CH3:4].[H-].[Al+3].[Li+].[H-].[H-].[H-]. Product: [OH:30][CH2:29][CH2:28][O:27][C:24]1[CH:23]=[CH:22][C:21]([C:5]([CH2:1][CH2:2][CH2:3][CH3:4])=[C:6]([C:7]2[CH:8]=[CH:9][C:10]([OH:13])=[CH:11][CH:12]=2)[C:14]2[CH:19]=[CH:18][C:17]([OH:20])=[CH:16][CH:15]=2)=[CH:26][CH:25]=1. The catalyst class is: 1. (3) Reactant: [C:1]([OH:9])(=O)[CH2:2][CH2:3][CH2:4][CH2:5][CH:6]=[CH2:7].C1C=CC2N(O)N=NC=2C=1.CCN=C=NCCCN(C)C.Cl.Cl.[Cl:33][CH2:34][C@H:35]([C@@H:37]([NH:45][C:46](=[O:51])[C@@H:47]([NH:49][CH3:50])[CH3:48])[CH2:38][C@H:39]([CH3:44])[CH2:40][CH2:41][CH:42]=[CH2:43])[OH:36].CCN(C(C)C)C(C)C.Cl. Product: [Cl:33][CH2:34][C@H:35]([C@@H:37]([NH:45][C:46]([C@@H:47]([N:49]([CH3:50])[C:1](=[O:9])[CH2:2][CH2:3][CH2:4][CH2:5][CH:6]=[CH2:7])[CH3:48])=[O:51])[CH2:38][C@H:39]([CH3:44])[CH2:40][CH2:41][CH:42]=[CH2:43])[OH:36]. The catalyst class is: 34. (4) Reactant: [C:1]([O:4][CH2:5][CH3:6])(=[O:3])[CH3:2].C[Si](C)(C)[N-][Si](C)(C)C.[Li+].[CH2:17]([O:24][C:25]([NH:27][CH:28]1[CH2:37][C:36]2[C:31](=[CH:32][CH:33]=[CH:34][CH:35]=2)[C:30](=[O:38])[CH2:29]1)=[O:26])[C:18]1[CH:23]=[CH:22][CH:21]=[CH:20][CH:19]=1. Product: [CH2:17]([O:24][C:25]([NH:27][CH:28]1[CH2:37][C:36]2[C:31](=[CH:32][CH:33]=[CH:34][CH:35]=2)[C:30]([CH2:2][C:1]([O:4][CH2:5][CH3:6])=[O:3])([OH:38])[CH2:29]1)=[O:26])[C:18]1[CH:23]=[CH:22][CH:21]=[CH:20][CH:19]=1. The catalyst class is: 7. (5) Reactant: CN(C(ON1N=NC2C=CC=NC1=2)=[N+](C)C)C.F[P-](F)(F)(F)(F)F.[CH3:25][C:26]1[S:27][C:28]2[CH:34]=[CH:33][C:32]([C:35]([OH:37])=O)=[CH:31][C:29]=2[N:30]=1.[Si:38]([O:45][CH2:46][CH2:47][C:48]1[CH:49]=[C:50]([CH2:53][N:54]2[CH2:64][CH2:63][C:57]3([O:62][CH2:61][CH2:60][NH:59][CH2:58]3)[CH2:56][CH2:55]2)[S:51][CH:52]=1)([C:41]([CH3:44])([CH3:43])[CH3:42])([CH3:40])[CH3:39].C(N(CC)CC)C. Product: [CH3:28][CH2:29][CH2:31][CH:32]([CH3:35])[CH3:33].[Si:38]([O:45][CH2:46][CH2:47][C:48]1[CH:49]=[C:50]([CH2:53][N:54]2[CH2:64][CH2:63][C:57]3([O:62][CH2:61][CH2:60][N:59]([C:35]([C:32]4[CH:33]=[CH:34][C:28]5[S:27][C:26]([CH3:25])=[N:30][C:29]=5[CH:31]=4)=[O:37])[CH2:58]3)[CH2:56][CH2:55]2)[S:51][CH:52]=1)([C:41]([CH3:42])([CH3:43])[CH3:44])([CH3:40])[CH3:39]. The catalyst class is: 3. (6) Reactant: [CH3:1][O:2][C:3]([C:5]1[CH:6]=[CH:7][C:8]2[O:12][C:11]([NH:13][CH:14]3[CH2:19][CH2:18][N:17]([CH2:20][C:21]4[CH:26]=[C:25]([O:27][CH2:28][CH3:29])[C:24](F)=[C:23]([O:31][CH2:32][CH3:33])[CH:22]=4)[CH2:16][CH2:15]3)=[N:10][C:9]=2[CH:34]=1)=[O:4].C(OC1C=C(C=O)C=C(OCC)C=1[C:49]1[CH:54]=[CH:53][C:52]([F:55])=[CH:51][CH:50]=1)C.C([BH3-])#N.[Na+].C(N(C(C)C)C(C)C)C. Product: [CH3:1][O:2][C:3]([C:5]1[CH:6]=[CH:7][C:8]2[O:12][C:11]([NH:13][CH:14]3[CH2:19][CH2:18][N:17]([CH2:20][C:21]4[CH:22]=[C:23]([O:31][CH2:32][CH3:33])[C:24]([C:49]5[CH:54]=[CH:53][C:52]([F:55])=[CH:51][CH:50]=5)=[C:25]([O:27][CH2:28][CH3:29])[CH:26]=4)[CH2:16][CH2:15]3)=[N:10][C:9]=2[CH:34]=1)=[O:4]. The catalyst class is: 212.